Dataset: NCI-60 drug combinations with 297,098 pairs across 59 cell lines. Task: Regression. Given two drug SMILES strings and cell line genomic features, predict the synergy score measuring deviation from expected non-interaction effect. Drug 1: C1=CC(=CC=C1CCCC(=O)O)N(CCCl)CCCl. Drug 2: CC(C)NC(=O)C1=CC=C(C=C1)CNNC.Cl. Cell line: HOP-62. Synergy scores: CSS=9.05, Synergy_ZIP=1.39, Synergy_Bliss=-4.07, Synergy_Loewe=-14.7, Synergy_HSA=-6.19.